The task is: Predict the reactants needed to synthesize the given product.. This data is from Full USPTO retrosynthesis dataset with 1.9M reactions from patents (1976-2016). (1) Given the product [Cl:15][C:16]1[CH:17]=[C:18]([C:23]2([C:29]([CH:5]([C:6]([O:8][CH2:9][CH3:10])=[O:7])[C:4]([O:12][CH2:13][CH3:14])=[O:11])=[O:30])[CH2:24][CH2:25][O:26][CH2:27][CH2:28]2)[CH:19]=[CH:20][C:21]=1[F:22], predict the reactants needed to synthesize it. The reactants are: [Mg+2].[Cl-].[Cl-].[C:4]([O:12][CH2:13][CH3:14])(=[O:11])[CH2:5][C:6]([O:8][CH2:9][CH3:10])=[O:7].[Cl:15][C:16]1[CH:17]=[C:18]([C:23]2([C:29](O)=[O:30])[CH2:28][CH2:27][O:26][CH2:25][CH2:24]2)[CH:19]=[CH:20][C:21]=1[F:22].S(Cl)(Cl)=O. (2) Given the product [CH2:10]([O:9][C:7]([N:5]1[C:4]2[S:12][C:13]([C:15]([O:17][C:18]([CH3:20])([CH3:19])[CH3:21])=[O:16])=[CH:14][C:3]=2[C:2]([NH:1][C:36](=[O:37])[C:35]2[CH:39]=[CH:40][CH:41]=[CH:42][C:34]=2[N+:31]([O-:33])=[O:32])=[N:6]1)=[O:8])[CH3:11], predict the reactants needed to synthesize it. The reactants are: [NH2:1][C:2]1[C:3]2[CH:14]=[C:13]([C:15]([O:17][C:18]([CH3:21])([CH3:20])[CH3:19])=[O:16])[S:12][C:4]=2[N:5]([C:7]([O:9][CH2:10][CH3:11])=[O:8])[N:6]=1.C(N(C(C)C)CC)(C)C.[N+:31]([C:34]1[CH:42]=[CH:41][CH:40]=[CH:39][C:35]=1[C:36](Cl)=[O:37])([O-:33])=[O:32].